Predict which catalyst facilitates the given reaction. From a dataset of Catalyst prediction with 721,799 reactions and 888 catalyst types from USPTO. (1) Reactant: [C:1]1([CH:7]2[C:12]3[N:13]=[C:14]([NH:16][C:17]4[CH:25]=[CH:24][C:20]([C:21]([OH:23])=O)=[CH:19][CH:18]=4)[S:15][C:11]=3[CH2:10][CH2:9][CH2:8]2)[CH:6]=[CH:5][CH:4]=[CH:3][CH:2]=1.[C:26](N1C=CN=C1)(N1C=CN=C1)=[O:27].[OH-].[NH4+:39]. Product: [CH3:26][O:27][C:24]1[CH:25]=[C:17]([NH:16][C:14]2[S:15][C:11]3[CH2:10][CH2:9][CH2:8][CH:7]([C:1]4[CH:6]=[CH:5][CH:4]=[CH:3][CH:2]=4)[C:12]=3[N:13]=2)[CH:18]=[CH:19][C:20]=1[C:21]([NH2:39])=[O:23]. The catalyst class is: 9. (2) Reactant: C([O:3][C:4](=O)[CH2:5][C:6]1([CH2:22][CH3:23])[C:11]2[NH:12][C:13]3[C:18]([C:10]=2[CH2:9][CH2:8][O:7]1)=[CH:17][C:16]([Br:19])=[CH:15][C:14]=3[CH2:20][CH3:21])C.[BH4-].[Li+]. Product: [Br:19][C:16]1[CH:17]=[C:18]2[C:13](=[C:14]([CH2:20][CH3:21])[CH:15]=1)[NH:12][C:11]1[C:6]([CH2:5][CH2:4][OH:3])([CH2:22][CH3:23])[O:7][CH2:8][CH2:9][C:10]2=1. The catalyst class is: 7. (3) Reactant: [C:1]([C:5]1[CH:10]=[CH:9][C:8]([C:11]2[NH:25][C:14]3=[N:15][CH:16]=[CH:17][C:18]([N:19]4[CH2:24][CH2:23][NH:22][CH2:21][CH2:20]4)=[C:13]3[N:12]=2)=[CH:7][CH:6]=1)([CH3:4])([CH3:3])[CH3:2].[CH:26]([C:28]1[C:29](=[O:35])[NH:30][C:31](=[O:34])[NH:32][CH:33]=1)=O.C(O[BH-](OC(=O)C)OC(=O)C)(=O)C.[Na+]. Product: [C:1]([C:5]1[CH:10]=[CH:9][C:8]([C:11]2[NH:25][C:14]3=[N:15][CH:16]=[CH:17][C:18]([N:19]4[CH2:20][CH2:21][N:22]([CH2:26][C:28]5[C:29](=[O:35])[NH:30][C:31](=[O:34])[NH:32][CH:33]=5)[CH2:23][CH2:24]4)=[C:13]3[N:12]=2)=[CH:7][CH:6]=1)([CH3:4])([CH3:2])[CH3:3]. The catalyst class is: 37. (4) Reactant: Cl[C:2]1[C:3]2[CH:30]=[C:29]([Cl:31])[CH:28]=[CH:27][C:4]=2[N:5]([CH2:18][C:19]2[CH:24]=[CH:23][C:22]([O:25][CH3:26])=[CH:21][CH:20]=2)[C:6](=[O:17])[CH:7]([CH2:9][C:10]2[CH:15]=[CH:14][CH:13]=[CH:12][C:11]=2[Cl:16])[N:8]=1.[CH3:32][N:33]1[C:37]2[CH:38]=[C:39](B3OC(C)(C)C(C)(C)O3)[CH:40]=[CH:41][C:36]=2[NH:35][C:34]1=[O:51].[Li+].[Cl-].O. Product: [Cl:31][C:29]1[CH:28]=[CH:27][C:4]2[N:5]([CH2:18][C:19]3[CH:20]=[CH:21][C:22]([O:25][CH3:26])=[CH:23][CH:24]=3)[C:6](=[O:17])[CH:7]([CH2:9][C:10]3[CH:15]=[CH:14][CH:13]=[CH:12][C:11]=3[Cl:16])[N:8]=[C:2]([C:39]3[CH:40]=[CH:41][C:36]4[NH:35][C:34](=[O:51])[N:33]([CH3:32])[C:37]=4[CH:38]=3)[C:3]=2[CH:30]=1. The catalyst class is: 155. (5) Reactant: N[C@@H:2]([C:7]([OH:9])=[O:8])[CH2:3][CH:4]([CH3:6])[CH3:5].N([O-])=O.[Na+].[BrH:14]. Product: [Br:14][C@H:2]([CH2:3][CH:4]([CH3:6])[CH3:5])[C:7]([OH:9])=[O:8]. The catalyst class is: 6. (6) Reactant: C(O)C.[CH:4]1([NH:7][CH2:8][C@@H:9]2[C@H:13]([F:14])[CH2:12][NH:11][CH2:10]2)[CH2:6][CH2:5]1.[ClH:15].CO.C(OCC)(=O)C. Product: [ClH:15].[ClH:15].[CH:4]1([NH:7][CH2:8][C@@H:9]2[C@H:13]([F:14])[CH2:12][NH:11][CH2:10]2)[CH2:6][CH2:5]1. The catalyst class is: 6. (7) Reactant: C(OC([N:11]1[CH2:16][CH2:15][CH:14]([O:17][CH2:18][C:19]2[CH:24]=[CH:23][N:22]=[C:21]([C:25]3[CH:30]=[C:29]([O:31][CH3:32])[C:28]([O:33][CH3:34])=[C:27]([O:35][CH3:36])[CH:26]=3)[CH:20]=2)[CH2:13][CH2:12]1)=O)C1C=CC=CC=1.[OH-].[K+]. Product: [CH3:32][O:31][C:29]1[CH:30]=[C:25]([C:21]2[CH:20]=[C:19]([CH2:18][O:17][CH:14]3[CH2:13][CH2:12][NH:11][CH2:16][CH2:15]3)[CH:24]=[CH:23][N:22]=2)[CH:26]=[C:27]([O:35][CH3:36])[C:28]=1[O:33][CH3:34]. The catalyst class is: 5.